From a dataset of Peptide-MHC class I binding affinity with 185,985 pairs from IEDB/IMGT. Regression. Given a peptide amino acid sequence and an MHC pseudo amino acid sequence, predict their binding affinity value. This is MHC class I binding data. (1) The peptide sequence is REAPAHVST. The MHC is HLA-B44:03 with pseudo-sequence HLA-B44:03. The binding affinity (normalized) is 0.164. (2) The peptide sequence is IPLTEEAEL. The MHC is Mamu-A2201 with pseudo-sequence Mamu-A2201. The binding affinity (normalized) is 0.129. (3) The peptide sequence is EYADVFHLYL. The MHC is HLA-A01:01 with pseudo-sequence HLA-A01:01. The binding affinity (normalized) is 0.589. (4) The peptide sequence is GEETIEERF. The MHC is HLA-B44:02 with pseudo-sequence HLA-B44:02. The binding affinity (normalized) is 0.0847. (5) The peptide sequence is LLSRVYQIL. The MHC is Mamu-A70103 with pseudo-sequence Mamu-A70103. The binding affinity (normalized) is 0.187. (6) The peptide sequence is ETRSFTTHF. The MHC is HLA-A26:01 with pseudo-sequence HLA-A26:01. The binding affinity (normalized) is 0.699.